Task: Predict the reaction yield, written as a fraction of the theoretical maximum amount of product (1.0 means a 100% yield; for example, 0.34 means a 34% yield).. Dataset: Reaction yield outcomes from USPTO patents with 853,638 reactions (1) The reactants are [Si]([O:8][C@H:9]1[CH2:13][N:12](C(OC(C)(C)C)=O)[C@@H:11]([CH2:21][O:22][C:23]2[CH:32]=[C:31]([O:33][CH3:34])[CH:30]=[C:29]3[C:24]=2[C:25]([NH:35][C:36]2[CH:41]=[CH:40][C:39]([F:42])=[C:38]([Cl:43])[CH:37]=2)=[N:26][CH:27]=[N:28]3)[CH2:10]1)(C(C)(C)C)(C)C.C(#N)C. The catalyst is FC(F)(F)C(O)=O. The product is [Cl:43][C:38]1[CH:37]=[C:36]([CH:41]=[CH:40][C:39]=1[F:42])[NH:35][C:25]1[C:24]2[C:29](=[CH:30][C:31]([O:33][CH3:34])=[CH:32][C:23]=2[O:22][CH2:21][C@@H:11]2[NH:12][CH2:13][C@H:9]([OH:8])[CH2:10]2)[N:28]=[CH:27][N:26]=1. The yield is 0.980. (2) The reactants are Cl.Cl[CH2:3][CH2:4][N:5]([CH3:7])[CH3:6].[C:8]([O:12][C:13]([N:15]1[CH2:20][CH2:19][CH:18]([C:21]2[NH:22][CH:23]=[C:24]([C:26]3[CH:31]=[CH:30][C:29]([F:32])=[C:28]([Cl:33])[CH:27]=3)[N:25]=2)[CH2:17][CH2:16]1)=[O:14])([CH3:11])([CH3:10])[CH3:9].[OH-].[K+]. The catalyst is CS(C)=O.C(Cl)Cl. The product is [C:8]([O:12][C:13]([N:15]1[CH2:20][CH2:19][CH:18]([C:21]2[N:22]([CH2:3][CH2:4][N:5]([CH3:7])[CH3:6])[CH:23]=[C:24]([C:26]3[CH:31]=[CH:30][C:29]([F:32])=[C:28]([Cl:33])[CH:27]=3)[N:25]=2)[CH2:17][CH2:16]1)=[O:14])([CH3:11])([CH3:9])[CH3:10]. The yield is 0.820. (3) The reactants are Cl.Cl.[F:3][C:4]([F:17])([F:16])[CH2:5][O:6][C:7]1[CH:8]=[CH:9][C:10]([C@H:13]([NH2:15])[CH3:14])=[N:11][CH:12]=1.[CH3:18][C:19]1(C)C(C)(C)OB(C2C=CC(CC(O)=O)=CC=2)[O:20]1.C(Cl)CCl.ON1C2N=CC=CC=2N=N1.C(N(C(C)C)CC)(C)C. The catalyst is CN(C=O)C. The product is [F:17][C:4]([F:3])([F:16])[CH2:5][O:6][C:7]1[CH:8]=[CH:9][C:10]([C@H:13]([NH:15][C:19](=[O:20])[CH3:18])[CH3:14])=[N:11][CH:12]=1. The yield is 0.650. (4) The product is [Br:14][C:13]1[C:8]([NH:7][C:21]2[CH:22]=[C:17]([Cl:16])[CH:18]=[CH:19][C:20]=2[O:23][CH3:24])=[N:9][CH:10]=[C:11]([CH3:15])[CH:12]=1. The reactants are CC(C)([O-])C.[Na+].[NH2:7][C:8]1[C:13]([Br:14])=[CH:12][C:11]([CH3:15])=[CH:10][N:9]=1.[Cl:16][C:17]1[CH:22]=[CH:21][C:20]([O:23][CH3:24])=[C:19](I)[CH:18]=1.Cl. The catalyst is C1C=CC(/C=C/C(/C=C/C2C=CC=CC=2)=O)=CC=1.C1C=CC(/C=C/C(/C=C/C2C=CC=CC=2)=O)=CC=1.C1C=CC(/C=C/C(/C=C/C2C=CC=CC=2)=O)=CC=1.[Pd].[Pd].C1(P(C2C=CC=CC=2)[C-]2C=CC=C2)C=CC=CC=1.[C-]1(P(C2C=CC=CC=2)C2C=CC=CC=2)C=CC=C1.[Fe+2].C1(C)C=CC=CC=1. The yield is 0.786. (5) The reactants are [NH2:1][N:2]1[C:7](=[O:8])[C:6]([C:9]2[NH:14][C:13]3[CH:15]=[CH:16][CH:17]=[CH:18][C:12]=3[S:11](=[O:20])(=[O:19])[N:10]=2)=[C:5]([OH:21])[C:4]2[S:22][CH:23]=[CH:24][C:3]1=2.[CH3:25][CH:26]([CH3:29])[CH:27]=O. The catalyst is CN(C)C(=O)C. The product is [O:19]=[S:11]1(=[O:20])[C:12]2[CH:18]=[CH:17][CH:16]=[CH:15][C:13]=2[NH:14][C:9]([C:6]2[C:7](=[O:8])[N:2]([N:1]=[CH:25][CH:26]([CH3:29])[CH3:27])[C:3]3[CH:24]=[CH:23][S:22][C:4]=3[C:5]=2[OH:21])=[N:10]1. The yield is 0.650.